From a dataset of Catalyst prediction with 721,799 reactions and 888 catalyst types from USPTO. Predict which catalyst facilitates the given reaction. (1) Product: [O:15]1[C:16]2[CH:22]=[CH:21][CH:20]=[CH:19][C:17]=2[N:18]=[C:14]1[C:11]1[CH:12]=[CH:13][C:7]2[N:6]([CH2:1][C:2]([CH3:5])([CH3:4])[CH3:3])[C:24]([CH3:25])=[N:9][C:8]=2[CH:10]=1. Reactant: [CH2:1]([NH:6][C:7]1[CH:13]=[CH:12][C:11]([C:14]2[O:15][C:16]3[CH:22]=[CH:21][CH:20]=[CH:19][C:17]=3[N:18]=2)=[CH:10][C:8]=1[NH2:9])[C:2]([CH3:5])([CH3:4])[CH3:3].Cl.[C:24](=N)(OC)[CH3:25].C(=O)([O-])O.[Na+]. The catalyst class is: 5. (2) Reactant: [CH2:1]([C:3]1[N:4]=[C:5]([CH2:32][CH2:33][CH3:34])[N:6]([CH2:17][C:18]2[CH:23]=[CH:22][C:21]([C:24]3[C:25]([C:30]#[N:31])=[CH:26][CH:27]=[CH:28][CH:29]=3)=[CH:20][CH:19]=2)[C:7](=[O:16])[C:8]=1[C:9]1[CH:14]=[CH:13][C:12]([OH:15])=[CH:11][CH:10]=1)[CH3:2].I[CH2:36][C:37]([CH3:40])([CH3:39])[CH3:38].C(=O)([O-])[O-].[Cs+].[Cs+].CN(C)C=O. Product: [CH3:36][C:37]([CH3:40])([CH3:39])[CH2:38][O:15][C:12]1[CH:11]=[CH:10][C:9]([C:8]2[C:7](=[O:16])[N:6]([CH2:17][C:18]3[CH:23]=[CH:22][C:21]([C:24]4[C:25]([C:30]#[N:31])=[CH:26][CH:27]=[CH:28][CH:29]=4)=[CH:20][CH:19]=3)[C:5]([CH2:32][CH2:33][CH3:34])=[N:4][C:3]=2[CH2:1][CH3:2])=[CH:14][CH:13]=1. The catalyst class is: 13. (3) Reactant: [C:1]([O:5][C:6](=[O:20])[NH:7][CH2:8][CH2:9][C:10]1[CH:15]=[CH:14][C:13]([NH:16][C:17]([NH2:19])=[S:18])=[CH:12][CH:11]=1)([CH3:4])([CH3:3])[CH3:2].[CH3:21]I. Product: [C:1]([O:5][C:6](=[O:20])[NH:7][CH2:8][CH2:9][C:10]1[CH:11]=[CH:12][C:13]([NH:16][C:17](=[NH:19])[S:18][CH3:21])=[CH:14][CH:15]=1)([CH3:4])([CH3:2])[CH3:3]. The catalyst class is: 21. (4) Reactant: Cl.[CH2:2]1[C:10]2[C:5](=[C:6]([N:11]3[CH2:16][CH2:15][NH:14][CH2:13][CH2:12]3)[CH:7]=[CH:8][CH:9]=2)[CH2:4][CH2:3]1.[C:17]([O:21][C:22](=[O:33])[NH:23][C@H:24]1[CH2:29][CH2:28][C@H:27]([CH2:30][CH:31]=O)[CH2:26][CH2:25]1)([CH3:20])([CH3:19])[CH3:18].C(N(CC)CC)C.C(O[BH-](OC(=O)C)OC(=O)C)(=O)C.[Na+].C(=O)([O-])[O-].[K+].[K+]. Product: [C:17]([O:21][C:22](=[O:33])[NH:23][C@H:24]1[CH2:25][CH2:26][C@H:27]([CH2:30][CH2:31][N:14]2[CH2:13][CH2:12][N:11]([C:6]3[CH:7]=[CH:8][CH:9]=[C:10]4[C:5]=3[CH2:4][CH2:3][CH2:2]4)[CH2:16][CH2:15]2)[CH2:28][CH2:29]1)([CH3:20])([CH3:19])[CH3:18]. The catalyst class is: 701. (5) Reactant: C[O:2][C:3]1[CH:4]=[C:5]([N:9]2[CH2:13][CH2:12][CH2:11][CH2:10]2)[CH:6]=[CH:7][CH:8]=1.B(Br)(Br)Br. Product: [N:9]1([C:5]2[CH:4]=[C:3]([OH:2])[CH:8]=[CH:7][CH:6]=2)[CH2:10][CH2:11][CH2:12][CH2:13]1. The catalyst class is: 4. (6) Reactant: [Cl:1][C:2]1[CH:10]=[C:9]([F:11])[C:8]([C:12]2[C:17]([Cl:18])=[CH:16][C:15]([C:19]([F:22])([F:21])[F:20])=[CH:14][N:13]=2)=[CH:7][C:3]=1[C:4]([OH:6])=O.C(N1[CH:34]=[CH:33][N:32]=[CH:31]1)([N:32]1[CH:33]=[CH:34]N=[CH:31]1)=O.[S:35]([NH2:39])(N)(=[O:37])=[O:36].N12CCCN=C1CCCC=[CH:41]2. Product: [Cl:1][C:2]1[CH:10]=[C:9]([F:11])[C:8]([C:12]2[C:17]([Cl:18])=[CH:16][C:15]([C:19]([F:21])([F:20])[F:22])=[CH:14][N:13]=2)=[CH:7][C:3]=1[C:4]([NH:39][S:35]([N:32]([CH:33]([CH3:34])[CH3:41])[CH3:31])(=[O:37])=[O:36])=[O:6]. The catalyst class is: 7. (7) Reactant: [CH3:1][N:2]([CH2:10][CH2:11][N:12]([CH3:32])[CH2:13][C:14]1[C:15]([CH:25]2[CH2:30][CH2:29][C:28](=[O:31])[CH2:27][CH2:26]2)=[N:16][N:17]([CH:19]2[CH2:24][CH2:23][CH2:22][CH2:21][O:20]2)[CH:18]=1)[C:3](=[O:9])[O:4][C:5]([CH3:8])([CH3:7])[CH3:6].[BH4-].[Na+]. Product: [OH:31][CH:28]1[CH2:29][CH2:30][CH:25]([C:15]2[C:14]([CH2:13][N:12]([CH3:32])[CH2:11][CH2:10][N:2]([CH3:1])[C:3](=[O:9])[O:4][C:5]([CH3:8])([CH3:6])[CH3:7])=[CH:18][N:17]([CH:19]3[CH2:24][CH2:23][CH2:22][CH2:21][O:20]3)[N:16]=2)[CH2:26][CH2:27]1. The catalyst class is: 5.